This data is from Forward reaction prediction with 1.9M reactions from USPTO patents (1976-2016). The task is: Predict the product of the given reaction. (1) Given the reactants [C:1]([C:4]1[CH:5]=[C:6](B)[CH:7]=[CH:8][CH:9]=1)([OH:3])=[O:2].C(=O)([O-])[O-].[K+].[K+].[CH2:17]([C:19]([C:37]1[CH:42]=[CH:41][C:40](OS(C(F)(F)F)(=O)=O)=[C:39]([CH3:51])[CH:38]=1)([C:22]1[CH:27]=[CH:26][C:25](/[CH:28]=[CH:29]/[C:30]([CH2:34][CH3:35])([OH:33])[CH2:31][CH3:32])=[C:24]([CH3:36])[CH:23]=1)[CH2:20][CH3:21])[CH3:18].O, predict the reaction product. The product is: [CH2:17]([C:19]([C:37]1[CH:42]=[CH:41][C:40]([C:6]2[CH:7]=[CH:8][CH:9]=[C:4]([C:1]([OH:3])=[O:2])[CH:5]=2)=[C:39]([CH3:51])[CH:38]=1)([C:22]1[CH:27]=[CH:26][C:25](/[CH:28]=[CH:29]/[C:30]([CH2:31][CH3:32])([OH:33])[CH2:34][CH3:35])=[C:24]([CH3:36])[CH:23]=1)[CH2:20][CH3:21])[CH3:18]. (2) Given the reactants [CH3:1][O:2][C:3](=[O:32])[CH2:4][O:5][C:6]1[CH:15]=[CH:14][C:13]([F:16])=[C:12]2[C:7]=1[C:8](=[O:31])[C:9]([CH2:19][C:20]1[CH:25]=[CH:24][C:23]([S:26]([CH2:29][CH3:30])(=[O:28])=[O:27])=[CH:22][CH:21]=1)=[C:10]([CH2:17][CH3:18])[NH:11]2.CN(C)C=O.C(=O)([O-])[O-].[K+].[K+].Cl[C:45](OC(=O)C)([F:47])[F:46], predict the reaction product. The product is: [NH3:11].[CH3:1][O:2][C:3](=[O:32])[CH2:4][O:5][C:6]1[CH:15]=[CH:14][C:13]([F:16])=[C:12]2[C:7]=1[C:8]([O:31][CH:45]([F:47])[F:46])=[C:9]([CH2:19][C:20]1[CH:21]=[CH:22][C:23]([S:26]([CH2:29][CH3:30])(=[O:27])=[O:28])=[CH:24][CH:25]=1)[C:10]([CH2:17][CH3:18])=[N:11]2. (3) Given the reactants [CH3:1][N:2]1[C:7](=[O:8])[C:6]([NH:9][C:10]2[CH:15]=[CH:14][N:13]=[CH:12][N:11]=2)=[CH:5][C:4]([C:16]2[C:21]([CH:22]=[O:23])=[C:20]([N:24]3[CH2:35][CH2:34][C:33]4[C:32]5[CH2:31][C:30]([CH3:37])([CH3:36])[CH2:29][C:28]=5[S:27][C:26]=4[C:25]3=[O:38])[N:19]=[CH:18][CH:17]=2)=[CH:3]1.[BH4-].[Na+], predict the reaction product. The product is: [OH:23][CH2:22][C:21]1[C:20]([N:24]2[CH2:35][CH2:34][C:33]3[C:32]4[CH2:31][C:30]([CH3:36])([CH3:37])[CH2:29][C:28]=4[S:27][C:26]=3[C:25]2=[O:38])=[N:19][CH:18]=[CH:17][C:16]=1[C:4]1[CH:5]=[C:6]([NH:9][C:10]2[CH:15]=[CH:14][N:13]=[CH:12][N:11]=2)[C:7](=[O:8])[N:2]([CH3:1])[CH:3]=1.